From a dataset of HIV replication inhibition screening data with 41,000+ compounds from the AIDS Antiviral Screen. Binary Classification. Given a drug SMILES string, predict its activity (active/inactive) in a high-throughput screening assay against a specified biological target. (1) The molecule is CC(C)CCCC(C)C1CCC2C3CCC4CC(CCC=C(c5cc(Cl)c(OCc6cccc([N+](=O)[O-])c6)c(C(=O)OCc6cccc([N+](=O)[O-])c6)c5)c5cc(Cl)c(OCc6cccc([N+](=O)[O-])c6)c(C(=O)OCc6cccc([N+](=O)[O-])c6)c5)CCC4(C)C3CCC12C. The result is 0 (inactive). (2) The result is 0 (inactive). The molecule is Cl.O=C1NCCCNCCCNCCCNC(=O)c2cccc1n2. (3) The drug is ClC(Cl)=C(Cl)C1(Cl)CC1COCc1ccccc1. The result is 0 (inactive). (4) The molecule is COc1cc(O)c2c(c1)OC(C)C(C)C2=O. The result is 0 (inactive). (5) The molecule is CNC(=O)OCc1c(COC(=O)NC)c2n(c1C)CS(=O)(=O)C2. The result is 0 (inactive).